This data is from Reaction yield outcomes from USPTO patents with 853,638 reactions. The task is: Predict the reaction yield, written as a fraction of the theoretical maximum amount of product (1.0 means a 100% yield; for example, 0.34 means a 34% yield). (1) The product is [CH3:36][S:37][C:2]1[N:7]=[C:6]2[S:8][C:9]([NH:11][C:12]3[O:29][C@:21]4([CH2:20][N:19]=3)[CH:26]3[CH2:25][CH2:24][N:23]([CH2:28][CH2:27]3)[CH2:22]4)=[N:10][C:5]2=[N:4][CH:3]=1. The catalyst is CN(C=O)C.O. The yield is 0.460. The reactants are Br[C:2]1[N:7]=[C:6]2[S:8][C:9]([N:11]=[C:12](SC)SC)=[N:10][C:5]2=[N:4][CH:3]=1.Cl.Cl.[NH2:19][CH2:20][C@@:21]1([OH:29])[CH:26]2[CH2:27][CH2:28][N:23]([CH2:24][CH2:25]2)[CH2:22]1.C(=O)([O-])[O-].[Cs+].[Cs+].[CH3:36][S-:37].[Na+]. (2) The reactants are C([O:4][C:5]1[C:22]([I:23])=[CH:21][C:20]2[C@@H:19]3[C@H:10]([C@H:11]4[C@@:15]([CH2:17][CH2:18]3)([CH3:16])[C:14](=[O:24])[CH2:13][CH2:12]4)[C@@H:9]([O:25]C(=O)C)[CH2:8][C:7]=2[CH:6]=1)(=O)C.C[O-].[Na+]. The catalyst is CO. The product is [OH:4][C:5]1[C:22]([I:23])=[CH:21][C:20]2[C@@H:19]3[C@H:10]([C@H:11]4[C@@:15]([CH2:17][CH2:18]3)([CH3:16])[C:14](=[O:24])[CH2:13][CH2:12]4)[C@@H:9]([OH:25])[CH2:8][C:7]=2[CH:6]=1. The yield is 0.680. (3) The catalyst is C1(C)C=CC=CC=1.C(OCC)(=O)C. The yield is 0.730. The product is [N:1]1([C:2]2[CH:3]=[C:4]([OH:8])[CH:5]=[CH:6][CH:7]=2)[CH2:19][CH2:18][CH2:17][CH2:16][CH2:15]1. The reactants are [NH2:1][C:2]1[CH:3]=[C:4]([OH:8])[CH:5]=[CH:6][CH:7]=1.C(=O)(O)[O-].[Na+].Br[CH2:15][CH2:16][CH2:17][CH2:18][CH2:19]Br.O.